Dataset: Reaction yield outcomes from USPTO patents with 853,638 reactions. Task: Predict the reaction yield, written as a fraction of the theoretical maximum amount of product (1.0 means a 100% yield; for example, 0.34 means a 34% yield). (1) The reactants are [Cl:1][C:2]1[N:3]=[C:4]([N:14]2[CH2:19][CH2:18][O:17][CH2:16][CH2:15]2)[C:5]2[S:10][C:9]([CH2:11][NH:12][CH3:13])=[CH:8][C:6]=2[N:7]=1.C(N(CC)CC)C.[C:27](Cl)(=[O:29])[CH3:28]. The catalyst is ClCCl. The product is [Cl:1][C:2]1[N:3]=[C:4]([N:14]2[CH2:19][CH2:18][O:17][CH2:16][CH2:15]2)[C:5]2[S:10][C:9]([CH2:11][N:12]([CH3:13])[C:27](=[O:29])[CH3:28])=[CH:8][C:6]=2[N:7]=1. The yield is 0.640. (2) The reactants are Cl[CH2:2][C:3]1[N:4]([CH2:16][CH3:17])[C:5]2[CH:10]=[C:9]([C:11]([F:14])([F:13])[F:12])[N:8]=[CH:7][C:6]=2[N:15]=1.C([O-])([O-])=O.[K+].[K+].[NH:24]1[CH:28]=[CH:27][N:26]=[C:25]1[C:29]1[S:30][CH:31]=[CH:32][N:33]=1. The catalyst is CN(C=O)C. The product is [CH2:16]([N:4]1[C:5]2[CH:10]=[C:9]([C:11]([F:14])([F:13])[F:12])[N:8]=[CH:7][C:6]=2[N:15]=[C:3]1[CH2:2][N:24]1[CH:28]=[CH:27][N:26]=[C:25]1[C:29]1[S:30][CH:31]=[CH:32][N:33]=1)[CH3:17]. The yield is 0.800.